From a dataset of Catalyst prediction with 721,799 reactions and 888 catalyst types from USPTO. Predict which catalyst facilitates the given reaction. (1) Product: [NH2:57][C:52]1[CH:53]=[CH:54][CH:55]=[CH:56][C:51]=1[CH2:50][N:47]1[CH2:48][CH2:49][N:45]([C@@H:3]([C:2]([CH3:1])([CH3:61])[CH3:62])[C:4]([NH:6][C@@H:7]([CH2:38][C:39]2[CH:44]=[CH:43][CH:42]=[CH:41][CH:40]=2)[C@@H:8]([OH:37])[CH2:9][C@@H:10]([NH:24][C:25]([C@@H:27]([NH:32][C:33](=[O:36])[O:34][CH3:35])[C:28]([CH3:30])([CH3:29])[CH3:31])=[O:26])[CH2:11][C:12]2[CH:13]=[CH:14][C:15]([C:18]3[CH:23]=[CH:22][CH:21]=[CH:20][N:19]=3)=[CH:16][CH:17]=2)=[O:5])[C:46]1=[O:60]. The catalyst class is: 29. Reactant: [CH3:1][C:2]([CH3:62])([CH3:61])[C@H:3]([N:45]1[CH2:49][CH2:48][N:47]([CH2:50][C:51]2[CH:56]=[CH:55][CH:54]=[CH:53][C:52]=2[N+:57]([O-])=O)[C:46]1=[O:60])[C:4]([NH:6][C@@H:7]([CH2:38][C:39]1[CH:44]=[CH:43][CH:42]=[CH:41][CH:40]=1)[C@@H:8]([OH:37])[CH2:9][C@@H:10]([NH:24][C:25]([C@@H:27]([NH:32][C:33](=[O:36])[O:34][CH3:35])[C:28]([CH3:31])([CH3:30])[CH3:29])=[O:26])[CH2:11][C:12]1[CH:17]=[CH:16][C:15]([C:18]2[CH:23]=[CH:22][CH:21]=[CH:20][N:19]=2)=[CH:14][CH:13]=1)=[O:5]. (2) Reactant: [CH3:1][O:2][C:3]1[CH:8]=[CH:7][CH:6]=[C:5]([O:9][CH3:10])[CH:4]=1.[C:11](Cl)(=[O:20])[C:12]1[CH:17]=[CH:16][C:15]([O:18][CH3:19])=[CH:14][CH:13]=1.[Cl-].[Al+3].[Cl-].[Cl-].Cl. Product: [CH3:1][O:2][C:3]1[CH:4]=[C:5]([O:9][CH3:10])[CH:6]=[CH:7][C:8]=1[C:11]([C:12]1[CH:17]=[CH:16][C:15]([O:18][CH3:19])=[CH:14][CH:13]=1)=[O:20]. The catalyst class is: 2. (3) Reactant: [Br:1][C:2]1[CH:14]=[CH:13][C:12]2[C:11]3[C:6](=[CH:7][C:8](Br)=[CH:9][CH:10]=3)[C:5]3([C:27]4[CH:26]=[CH:25][CH:24]=[CH:23][C:22]=4[C:21]4[C:16]3=[CH:17][CH:18]=[CH:19][CH:20]=4)[C:4]=2[CH:3]=1.[C:28]1([C:37]2[CH:42]=[CH:41][CH:40]=[CH:39][CH:38]=2)[CH:33]=[CH:32][CH:31]=[CH:30][C:29]=1B(O)O.C([O-])([O-])=O.[Na+].[Na+].CCO. Product: [C:28]1([C:37]2[CH:42]=[CH:41][CH:40]=[CH:39][CH:38]=2)[CH:33]=[CH:32][CH:31]=[CH:30][C:29]=1[C:9]1[CH:10]=[C:11]2[C:6](=[CH:7][CH:8]=1)[C:5]1([C:16]3[CH:17]=[CH:18][CH:19]=[CH:20][C:21]=3[C:22]3[C:27]1=[CH:26][CH:25]=[CH:24][CH:23]=3)[C:4]1[CH:3]=[C:2]([Br:1])[CH:14]=[CH:13][C:12]2=1. The catalyst class is: 206. (4) Reactant: [C:1](=[O:4])([O-])[O-:2].[K+].[K+].[F:7][C:8]1[CH:9]=[C:10]([OH:14])[CH:11]=[CH:12][CH:13]=1.[C]=O.Cl. Product: [F:7][C:8]1[CH:13]=[CH:12][C:11]([C:1]([OH:2])=[O:4])=[C:10]([OH:14])[CH:9]=1. The catalyst class is: 6.